This data is from Full USPTO retrosynthesis dataset with 1.9M reactions from patents (1976-2016). The task is: Predict the reactants needed to synthesize the given product. Given the product [F:1][C:2]1[CH:3]=[CH:4][C:5]2[N:10]([CH2:11][CH2:12][CH2:13][NH:14][C:15]3[CH:20]=[CH:19][C:18]([CH2:21][C@H:22]([O:28][CH2:29][CH3:30])[C:23]([OH:25])=[O:24])=[CH:17][CH:16]=3)[CH2:9][CH2:8][O:7][C:6]=2[CH:31]=1, predict the reactants needed to synthesize it. The reactants are: [F:1][C:2]1[CH:3]=[CH:4][C:5]2[N:10]([CH2:11][CH2:12][CH2:13][NH:14][C:15]3[CH:20]=[CH:19][C:18]([CH2:21][C@H:22]([O:28][CH2:29][CH3:30])[C:23]([O:25]CC)=[O:24])=[CH:17][CH:16]=3)[CH2:9][CH2:8][O:7][C:6]=2[CH:31]=1.O.[OH-].[Li+].